Dataset: Peptide-MHC class II binding affinity with 134,281 pairs from IEDB. Task: Regression. Given a peptide amino acid sequence and an MHC pseudo amino acid sequence, predict their binding affinity value. This is MHC class II binding data. (1) The peptide sequence is AGKATTEEQKLIEKI. The MHC is HLA-DQA10104-DQB10503 with pseudo-sequence HLA-DQA10104-DQB10503. The binding affinity (normalized) is 0.0623. (2) The peptide sequence is TVMPLLCGIGCAMLH. The MHC is DRB1_0701 with pseudo-sequence DRB1_0701. The binding affinity (normalized) is 0.578.